This data is from HIV replication inhibition screening data with 41,000+ compounds from the AIDS Antiviral Screen. The task is: Binary Classification. Given a drug SMILES string, predict its activity (active/inactive) in a high-throughput screening assay against a specified biological target. (1) The result is 0 (inactive). The molecule is O=C(O)CCSC(=O)Nc1cccc([N+](=O)[O-])c1. (2) The compound is CCC1=NS(=O)(O)=c2c(ncn2C)=N1. The result is 0 (inactive). (3) The drug is COc1cc(-c2coc3cc(O)ccc3c2=O)c(O)c(OC)c1OC. The result is 0 (inactive). (4) The drug is Cc1ccc(CN2CC(=O)N3Cc4ccccc4CN3C(=O)C2)cc1. The result is 0 (inactive). (5) The drug is O=C1C2Nc3ccccc3SC2C(=O)N1c1ccccc1C(F)(F)F. The result is 0 (inactive).